Task: Predict the reaction yield, written as a fraction of the theoretical maximum amount of product (1.0 means a 100% yield; for example, 0.34 means a 34% yield).. Dataset: Reaction yield outcomes from USPTO patents with 853,638 reactions The reactants are [Cl-].O[NH3+:3].[C:4](=[O:7])([O-])[OH:5].[Na+].CS(C)=O.[CH2:13]([C:17]1[N:21]([CH2:22][C:23]2[CH:28]=[CH:27][C:26]([C:29]3[C:30]([C:35]#[N:36])=[CH:31][CH:32]=[CH:33][CH:34]=3)=[CH:25][CH:24]=2)[C:20](=[O:37])[N:19]([CH:38]([CH2:40][CH3:41])[CH3:39])[N:18]=1)[CH2:14][CH2:15][CH3:16]. The catalyst is C(OCC)(=O)C. The product is [CH2:13]([C:17]1[N:21]([CH2:22][C:23]2[CH:28]=[CH:27][C:26]([C:29]3[CH:34]=[CH:33][CH:32]=[CH:31][C:30]=3[C:35]3[NH:3][C:4](=[O:7])[O:5][N:36]=3)=[CH:25][CH:24]=2)[C:20](=[O:37])[N:19]([CH:38]([CH2:40][CH3:41])[CH3:39])[N:18]=1)[CH2:14][CH2:15][CH3:16]. The yield is 0.200.